Dataset: Full USPTO retrosynthesis dataset with 1.9M reactions from patents (1976-2016). Task: Predict the reactants needed to synthesize the given product. (1) Given the product [C:1]([O:5][C:6]([N:8]1[CH2:9][CH2:10][CH:11]([N:14]([C@H:15]([C:18]2[CH:19]=[CH:20][CH:21]=[CH:22][CH:23]=2)[CH2:16][OH:17])[C:31]([NH:30][C:24]2[CH:29]=[CH:28][CH:27]=[CH:26][CH:25]=2)=[O:32])[CH2:12][CH2:13]1)=[O:7])([CH3:4])([CH3:2])[CH3:3], predict the reactants needed to synthesize it. The reactants are: [C:1]([O:5][C:6]([N:8]1[CH2:13][CH2:12][CH:11]([NH:14][C@H:15]([C:18]2[CH:23]=[CH:22][CH:21]=[CH:20][CH:19]=2)[CH2:16][OH:17])[CH2:10][CH2:9]1)=[O:7])([CH3:4])([CH3:3])[CH3:2].[C:24]1([N:30]=[C:31]=[O:32])[CH:29]=[CH:28][CH:27]=[CH:26][CH:25]=1. (2) Given the product [Cl:18][C:19](=[CH:22][C:23]1[CH:28]=[CH:27][CH:26]=[CH:25][CH:24]=1)[CH:20]=[CH:14][C:15]([OH:17])=[O:16], predict the reactants needed to synthesize it. The reactants are: C([Li])CCC.C(OP([CH2:14][C:15]([OH:17])=[O:16])(OCC)=O)C.[Cl:18][C:19](=[CH:22][C:23]1[CH:28]=[CH:27][CH:26]=[CH:25][CH:24]=1)[CH:20]=O.Cl.